Predict the product of the given reaction. From a dataset of Forward reaction prediction with 1.9M reactions from USPTO patents (1976-2016). Given the reactants Cl[CH2:2][C:3]1[CH:4]=[C:5]2[C:10](=[CH:11][CH:12]=1)[N:9]=[C:8]([C:13]#[N:14])[CH:7]=[CH:6]2.C[Sn](C)(C)[C:17]1[CH:18]=[C:19]([CH:24]=[CH:25][N:26]=1)[C:20]([O:22][CH3:23])=[O:21], predict the reaction product. The product is: [C:13]([C:8]1[CH:7]=[CH:6][C:5]2[C:10](=[CH:11][CH:12]=[C:3]([CH2:2][C:17]3[CH:18]=[C:19]([CH:24]=[CH:25][N:26]=3)[C:20]([O:22][CH3:23])=[O:21])[CH:4]=2)[N:9]=1)#[N:14].